Dataset: Full USPTO retrosynthesis dataset with 1.9M reactions from patents (1976-2016). Task: Predict the reactants needed to synthesize the given product. (1) The reactants are: [O:1]1CCO[CH:2]1[CH2:6][CH2:7][N:8]1[C:13]2=[N:14][C:15]([O:18][CH3:19])=[CH:16][N:17]=[C:12]2[CH:11]=[CH:10][C:9]1=[O:20].Cl. Given the product [CH3:19][O:18][C:15]1[N:14]=[C:13]2[N:8]([CH2:7][CH2:6][CH:2]=[O:1])[C:9](=[O:20])[CH:10]=[CH:11][C:12]2=[N:17][CH:16]=1, predict the reactants needed to synthesize it. (2) The reactants are: [CH:1]1[C:10]2[C:5](=[CH:6][CH:7]=[CH:8][CH:9]=2)[CH:4]=[CH:3][C:2]=1[C@@H:11]([NH2:13])[CH3:12].[C:14]([O:18][CH3:19])(=[O:17])[CH:15]=[CH2:16]. Given the product [CH3:19][O:18][C:14](=[O:17])[CH2:15][CH2:16][N:13]([CH2:16][CH2:15][C:14]([O:18][CH3:19])=[O:17])[C@H:11]([C:2]1[CH:3]=[CH:4][C:5]2[C:10](=[CH:9][CH:8]=[CH:7][CH:6]=2)[CH:1]=1)[CH3:12], predict the reactants needed to synthesize it. (3) Given the product [C:31]([C:35]1[CH:53]=[CH:52][C:38]([CH2:39][N:40]([CH2:41][CH2:42][C:43]2[CH:48]=[CH:47][C:46]([Cl:49])=[C:45]([CH2:50][CH3:51])[CH:44]=2)[C:4](=[O:6])[C:3]2[CH:7]=[C:8]([C:12]([F:15])([F:14])[F:13])[CH:9]=[C:10]([Cl:11])[C:2]=2[F:1])=[CH:37][CH:36]=1)([CH3:33])([CH3:32])[CH3:34], predict the reactants needed to synthesize it. The reactants are: [F:1][C:2]1[C:10]([Cl:11])=[CH:9][C:8]([C:12]([F:15])([F:14])[F:13])=[CH:7][C:3]=1[C:4]([OH:6])=O.C(N1CCCCC1)=O.C(Cl)(=O)C(Cl)=O.Cl.[C:31]([C:35]1[CH:53]=[CH:52][C:38]([CH2:39][NH:40][CH2:41][CH2:42][C:43]2[CH:48]=[CH:47][C:46]([Cl:49])=[C:45]([CH2:50][CH3:51])[CH:44]=2)=[CH:37][CH:36]=1)([CH3:34])([CH3:33])[CH3:32].C(N(CC)CC)C.